From a dataset of CYP2C9 inhibition data for predicting drug metabolism from PubChem BioAssay. Regression/Classification. Given a drug SMILES string, predict its absorption, distribution, metabolism, or excretion properties. Task type varies by dataset: regression for continuous measurements (e.g., permeability, clearance, half-life) or binary classification for categorical outcomes (e.g., BBB penetration, CYP inhibition). Dataset: cyp2c9_veith. (1) The drug is C[C@H](O)C(=O)Nc1c(I)c(C(=O)NC(CO)CO)c(I)c(C(=O)NC(CO)CO)c1I. The result is 0 (non-inhibitor). (2) The result is 0 (non-inhibitor). The drug is CCn1c(CNC(=O)COc2ccc(C(C)C)cc2)nnc1SCC(=O)Nc1cc(F)ccc1C. (3) The compound is C=CCN1C(=O)C(CC(=O)Nc2ccccc2)SC1=Nc1ccc(S(N)(=O)=O)cc1. The result is 1 (inhibitor).